This data is from Full USPTO retrosynthesis dataset with 1.9M reactions from patents (1976-2016). The task is: Predict the reactants needed to synthesize the given product. (1) Given the product [F:1][C@H:2]1[CH2:6][N:5]([CH2:7][CH2:8][C:9]2[C:18]3[C:13](=[CH:14][CH:15]=[C:16]([O:19][CH3:20])[N:17]=3)[N:12]=[CH:11][C:10]=2[F:21])[CH2:4][C@H:3]1[CH2:22][NH:23][CH2:35][C:32]1[CH:33]=[CH:34][C:28]2[S:27][CH2:26][C:25](=[O:24])[NH:30][C:29]=2[N:31]=1, predict the reactants needed to synthesize it. The reactants are: [F:1][C@H:2]1[CH2:6][N:5]([CH2:7][CH2:8][C:9]2[C:18]3[C:13](=[CH:14][CH:15]=[C:16]([O:19][CH3:20])[N:17]=3)[N:12]=[CH:11][C:10]=2[F:21])[CH2:4][C@H:3]1[CH2:22][NH2:23].[O:24]=[C:25]1[NH:30][C:29]2[N:31]=[C:32]([CH:35]=O)[CH:33]=[CH:34][C:28]=2[S:27][CH2:26]1.[BH-](OC(C)=O)(OC(C)=O)OC(C)=O.[Na+]. (2) Given the product [Cl:1][C:2]1[CH:7]=[CH:6][C:5]([C:8]2([F:29])[C:10]3[C:18]([F:19])=[CH:17][CH:16]=[C:15]([F:20])[C:11]=3[C:12](=[O:14])[O:13]2)=[CH:4][C:3]=1[N+:21]([O-:23])=[O:22], predict the reactants needed to synthesize it. The reactants are: [Cl:1][C:2]1[CH:7]=[CH:6][C:5]([C:8]([C:10]2[C:18]([F:19])=[CH:17][CH:16]=[C:15]([F:20])[C:11]=2[C:12]([OH:14])=[O:13])=O)=[CH:4][C:3]=1[N+:21]([O-:23])=[O:22].ClCCl.N1C(F)=NC(F)=NC=1[F:29]. (3) Given the product [C:19]([C:7]1[CH:8]=[CH:9][C:4]2[N:5]([N:1]=[CH:2][CH:3]=2)[CH:6]=1)#[CH:20], predict the reactants needed to synthesize it. The reactants are: [N:1]1[N:5]2[CH:6]=[C:7](O)[CH:8]=[CH:9][C:4]2=[CH:3][CH:2]=1.[O-]S(C(F)(F)F)(=O)=O.[CH2:19](N(CC)CC)[CH3:20]. (4) Given the product [OH:7][CH:6]1[O:8][C@H:9]([CH2:14][OH:15])[C@@H:10]([OH:13])[C@H:11]([OH:12])[C@H:5]1[NH2:4], predict the reactants needed to synthesize it. The reactants are: C([NH:4][C@@H:5]1[C@@H:11]([OH:12])[C@H:10]([OH:13])[C@@H:9]([CH2:14][OH:15])[O:8][CH:6]1[OH:7])(=O)C.C([O-])(=O)C. (5) The reactants are: [NH2:1][C:2]1[C:7]([NH2:8])=[CH:6][C:5]([Br:9])=[CH:4][N:3]=1.[CH:10](O)=O. Given the product [Br:9][C:5]1[CH:6]=[C:7]2[N:8]=[CH:10][NH:1][C:2]2=[N:3][CH:4]=1, predict the reactants needed to synthesize it. (6) Given the product [NH2:1][C:2]1[CH:3]=[C:4]([C:9]([N:11]2[CH2:16][CH2:15][C@H:14]([C:17]3[CH:22]=[CH:21][C:20]([C:36]4[N:32]([CH3:31])[N:33]=[CH:34][CH:35]=4)=[CH:19][CH:18]=3)[C@H:13]([CH3:24])[CH2:12]2)=[O:10])[CH:5]=[CH:6][C:7]=1[CH3:8], predict the reactants needed to synthesize it. The reactants are: [NH2:1][C:2]1[CH:3]=[C:4]([C:9]([N:11]2[CH2:16][CH2:15][C@H:14]([C:17]3[CH:22]=[CH:21][C:20](Br)=[CH:19][CH:18]=3)[C@H:13]([CH3:24])[CH2:12]2)=[O:10])[CH:5]=[CH:6][C:7]=1[CH3:8].C([O-])([O-])=O.[Na+].[Na+].[CH3:31][N:32]1[C:36](B2OC(C)(C)C(C)(C)O2)=[CH:35][CH:34]=[N:33]1.O. (7) Given the product [Cl:23][C:24]1[C:33]([CH2:34][NH:1][CH2:2][C@@H:3]2[C@H:7]([OH:8])[CH2:6][N:5]([CH2:9][CH2:10][N:11]3[C:20]4[C:15](=[CH:16][CH:17]=[C:18]([F:21])[CH:19]=4)[CH:14]=[CH:13][C:12]3=[O:22])[CH2:4]2)=[N:32][C:31]2[NH:30][C:29](=[O:36])[CH2:28][O:27][C:26]=2[CH:25]=1, predict the reactants needed to synthesize it. The reactants are: [NH2:1][CH2:2][C@@H:3]1[C@H:7]([OH:8])[CH2:6][N:5]([CH2:9][CH2:10][N:11]2[C:20]3[C:15](=[CH:16][CH:17]=[C:18]([F:21])[CH:19]=3)[CH:14]=[CH:13][C:12]2=[O:22])[CH2:4]1.[Cl:23][C:24]1[C:33]([CH:34]=O)=[N:32][C:31]2[NH:30][C:29](=[O:36])[CH2:28][O:27][C:26]=2[CH:25]=1.C(Cl)Cl.C(O[BH-](OC(=O)C)OC(=O)C)(=O)C.[Na+]. (8) The reactants are: C(N(CC)CC)C.CC1C=CC(S(Cl)(=O)=O)=CC=1.[C:19]([Si:23]([CH3:44])([CH3:43])[O:24][C@@H:25]1[C:33]2[C:28](=[C:29]([CH:34]([OH:42])[C:35]([CH3:41])([CH3:40])[CH2:36][CH2:37][CH2:38]O)[CH:30]=[CH:31][CH:32]=2)[CH2:27][CH2:26]1)([CH3:22])([CH3:21])[CH3:20]. Given the product [C:19]([Si:23]([O:24][C@@H:25]1[C:33]2[C:28](=[C:29]([CH:34]3[C:35]([CH3:41])([CH3:40])[CH2:36][CH2:37][CH2:38][O:42]3)[CH:30]=[CH:31][CH:32]=2)[CH2:27][CH2:26]1)([CH3:44])[CH3:43])([CH3:22])([CH3:21])[CH3:20], predict the reactants needed to synthesize it. (9) Given the product [N:35]12[CH2:40][CH2:39][CH:38]([CH2:37][CH2:36]1)[C@@H:33]([NH:32][C:2]1[N:7]=[CH:6][C:5]([C:8]3[N:13]4[N:14]=[C:15]([C:24]5[CH:29]=[CH:28][N:27]=[CH:26][CH:25]=5)[C:16]([C:17]5[CH:18]=[C:19]([OH:23])[CH:20]=[CH:21][CH:22]=5)=[C:12]4[N:11]=[CH:10][CH:9]=3)=[CH:4][CH:3]=1)[CH2:34]2, predict the reactants needed to synthesize it. The reactants are: Br[C:2]1[N:7]=[CH:6][C:5]([C:8]2[N:13]3[N:14]=[C:15]([C:24]4[CH:29]=[CH:28][N:27]=[CH:26][CH:25]=4)[C:16]([C:17]4[CH:18]=[C:19]([OH:23])[CH:20]=[CH:21][CH:22]=4)=[C:12]3[N:11]=[CH:10][CH:9]=2)=[CH:4][CH:3]=1.Cl.Cl.[NH2:32][C@@H:33]1[CH:38]2[CH2:39][CH2:40][N:35]([CH2:36][CH2:37]2)[CH2:34]1. (10) Given the product [Br-:22].[CH2:1]([N+:8]12[CH2:9][C:10]([C:14]([O:16][CH2:17][CH3:18])=[O:15])([CH2:11][CH2:12][CH2:13]1)[CH2:28][CH2:23][CH2:24]2)[C:2]1[CH:3]=[CH:4][CH:5]=[CH:6][CH:7]=1, predict the reactants needed to synthesize it. The reactants are: [CH2:1]([N:8]1[CH2:13][CH2:12][CH2:11][CH:10]([C:14]([O:16][CH2:17][CH3:18])=[O:15])[CH:9]1CCC[Br:22])[C:2]1[CH:7]=[CH:6][CH:5]=[CH:4][CH:3]=1.[C:23]1(C)[CH:28]=CC=C[CH:24]=1.